From a dataset of Forward reaction prediction with 1.9M reactions from USPTO patents (1976-2016). Predict the product of the given reaction. (1) Given the reactants [NH:1]1[CH:5]=[CH:4][C:3]([C:6]([O:8][CH2:9][CH3:10])=[O:7])=[N:2]1.C(=O)([O-])[O-].[K+].[K+].Br[CH2:18][C:19]1[CH:24]=[CH:23][CH:22]=[CH:21][C:20]=1[O:25][CH2:26][CH2:27][CH2:28][CH3:29], predict the reaction product. The product is: [CH2:26]([O:25][C:20]1[CH:21]=[CH:22][CH:23]=[CH:24][C:19]=1[CH2:18][N:1]1[CH:5]=[CH:4][C:3]([C:6]([O:8][CH2:9][CH3:10])=[O:7])=[N:2]1)[CH2:27][CH2:28][CH3:29]. (2) Given the reactants [Li]CCCC.CCCCCC.[Si:12]([O:19][CH2:20][CH2:21][N:22]1[C:26]2[CH:27]=[CH:28][CH:29]=[CH:30][C:25]=2[N:24]=[C:23]1[CH:31]=[O:32])([C:15]([CH3:18])([CH3:17])[CH3:16])([CH3:14])[CH3:13].Br[C:34]1[CH:35]=[C:36]([CH:40]2[O:44][CH2:43][CH2:42][O:41]2)[S:37][C:38]=1[CH3:39], predict the reaction product. The product is: [Si:12]([O:19][CH2:20][CH2:21][N:22]1[C:26]2[CH:27]=[CH:28][CH:29]=[CH:30][C:25]=2[N:24]=[C:23]1[CH:31]([C:34]1[CH:35]=[C:36]([CH:40]2[O:44][CH2:43][CH2:42][O:41]2)[S:37][C:38]=1[CH3:39])[OH:32])([C:15]([CH3:18])([CH3:16])[CH3:17])([CH3:14])[CH3:13]. (3) Given the reactants [CH3:1][C:2]1[C:3]([C:10]([O:12][CH2:13][CH3:14])=[O:11])=[N:4][O:5][C:6]=1/C=C/C.CC[C@@H]1[C@@H]2C[C@H]([C@@H](OC3C4C(=CC=CC=4)C(O[C@@H](C4C=CN=C5C=4C=C(OC)C=C5)[C@@H]4N5C[C@H](CC)[C@@H](CC5)C4)=NN=3)C3C=CN=C4C=3C=C([O:36]C)C=C4)N(CC2)C1.CS(N)(=O)=O.S([O-])([O-])=O.[Na+].[Na+].[C:84]([OH:88])([CH3:87])([CH3:86])C.O, predict the reaction product. The product is: [OH:36][C@@H:86]([C:6]1[O:5][N:4]=[C:3]([C:10]([O:12][CH2:13][CH3:14])=[O:11])[C:2]=1[CH3:1])[C@@H:84]([OH:88])[CH3:87]. (4) Given the reactants [F:1][C:2]1[CH:3]=[C:4]([C:9]2[CH:14]=[CH:13][C:12](=[O:15])[N:11]([CH2:16][C:17]3[CH:18]=[C:19]([C:23]4[O:24][C:25]([C:28]5[CH:29]=[N:30][N:31]([CH:33]6[CH2:38][CH2:37][N:36](C(OC(C)(C)C)=O)[CH2:35][CH2:34]6)[CH:32]=5)=[CH:26][N:27]=4)[CH:20]=[CH:21][CH:22]=3)[N:10]=2)[CH:5]=[C:6]([F:8])[CH:7]=1.[ClH:46], predict the reaction product. The product is: [ClH:46].[F:8][C:6]1[CH:5]=[C:4]([C:9]2[CH:14]=[CH:13][C:12](=[O:15])[N:11]([CH2:16][C:17]3[CH:22]=[CH:21][CH:20]=[C:19]([C:23]4[O:24][C:25]([C:28]5[CH:29]=[N:30][N:31]([CH:33]6[CH2:38][CH2:37][NH:36][CH2:35][CH2:34]6)[CH:32]=5)=[CH:26][N:27]=4)[CH:18]=3)[N:10]=2)[CH:3]=[C:2]([F:1])[CH:7]=1. (5) Given the reactants [Cl:1][C:2]1[C:3](Cl)=[C:4]2[N:10]=[C:9]([C:11]3[CH:16]=[CH:15][C:14]([O:17][CH2:18][CH2:19][N:20]4[CH2:25][CH2:24][O:23][CH2:22][CH2:21]4)=[CH:13][CH:12]=3)[NH:8][C:5]2=[N:6][CH:7]=1.[CH2:27]([SH:34])[C:28]1[CH:33]=[CH:32][CH:31]=[CH:30][CH:29]=1.C([O-])(C)(C)C, predict the reaction product. The product is: [CH2:27]([S:34][C:3]1[C:2]([Cl:1])=[CH:7][N:6]=[C:5]2[N:8]=[C:9]([C:11]3[CH:12]=[CH:13][C:14]([O:17][CH2:18][CH2:19][N:20]4[CH2:25][CH2:24][O:23][CH2:22][CH2:21]4)=[CH:15][CH:16]=3)[NH:10][C:4]=12)[C:28]1[CH:33]=[CH:32][CH:31]=[CH:30][CH:29]=1. (6) Given the reactants [Br:1][C:2]1[CH:3]=[CH:4][C:5]([OH:10])=[C:6]([CH:9]=1)[CH2:7][OH:8].[C:11]1(=[O:17])[CH2:16][CH2:15][CH2:14][CH2:13]C1, predict the reaction product. The product is: [Br:1][C:2]1[CH:3]=[CH:4][C:5]2[O:10][C:15]3([O:8][CH2:7][C:6]=2[CH:9]=1)[CH2:14][CH2:13][O:17][CH2:11][CH2:16]3. (7) The product is: [F:1][C:2]1[CH:3]=[C:4]([N:38]2[CH2:42][C@H:41]([CH2:43][NH:44][C:45](=[O:47])[CH3:46])[O:40][C:39]2=[O:48])[CH:5]=[CH:6][C:7]=1[N:8]1[CH2:9][CH2:10][N:11]([C:14](=[O:37])[CH2:15][O:16][C:17]2[CH:18]=[CH:19][C:20]([CH2:23][O:24][C@@H:25]3[CH2:30][O:29][C:28]4=[N:31][C:32]([N+:34]([O-:36])=[O:35])=[CH:33][N:27]4[CH2:26]3)=[CH:21][CH:22]=2)[CH2:12][CH2:13]1. Given the reactants [F:1][C:2]1[CH:3]=[C:4]([N:38]2[CH2:42][C@H:41]([CH2:43][NH:44][C:45](=[O:47])[CH3:46])[O:40][C:39]2=[O:48])[CH:5]=[CH:6][C:7]=1[N:8]1[CH2:13][CH2:12][N:11]([C:14](=[O:37])[CH2:15][O:16][C:17]2[CH:22]=[CH:21][C:20]([CH2:23][O:24][CH:25]3[CH2:30][O:29][C:28]4=[N:31][C:32]([N+:34]([O-:36])=[O:35])=[CH:33][N:27]4[CH2:26]3)=[CH:19][CH:18]=2)[CH2:10][CH2:9]1.C(OC(=O)COC1C=CC(CO[C@@H]2COC3=NC([N+]([O-])=O)=CN3C2)=CC=1)(C)(C)C.FC1C=C(N2CC(CNC(=O)C)OC2=O)C=CC=1N1CCNCC1.C1C=CC2N(O)N=NC=2C=1.CCN=C=NCCCN(C)C.CCN(C(C)C)C(C)C, predict the reaction product. (8) Given the reactants [NH2:1][C:2]1[CH:7]=[CH:6][N:5]=[CH:4][CH:3]=1.C(N(CC)CC)C.[Cl-].ClC1N(C)CC[NH+]1C.[CH3:24][O:25][C:26]1[C:27](=[O:50])[C:28]([CH3:49])=[C:29]([CH2:35][C:36]2[CH:37]=[CH:38][C:39]([O:45]C(=O)C)=[C:40]([CH:44]=2)[C:41](O)=[O:42])[C:30](=[O:34])[C:31]=1[O:32][CH3:33], predict the reaction product. The product is: [N:5]1[CH:6]=[CH:7][C:2]([NH:1][C:41](=[O:42])[C:40]2[CH:44]=[C:36]([CH2:35][C:29]3[C:30](=[O:34])[C:31]([O:32][CH3:33])=[C:26]([O:25][CH3:24])[C:27](=[O:50])[C:28]=3[CH3:49])[CH:37]=[CH:38][C:39]=2[OH:45])=[CH:3][CH:4]=1. (9) Given the reactants [Cl:1][C:2]1[CH:7]=[CH:6][CH:5]=[C:4]([Cl:8])[C:3]=1[CH2:9][S:10]([C:13]1[CH:14]=[C:15]2[C:19](=[CH:20][CH:21]=1)[NH:18][C:17](=[O:22])/[C:16]/2=[CH:23]\[C:24]1[NH:28][C:27]([CH3:29])=[C:26]([C:30]([OH:32])=O)[C:25]=1[CH3:33])(=[O:12])=[O:11].[F:34][C:35]([F:41])([F:40])[CH2:36][NH:37][CH2:38]N.C1C=CC2N(O)N=[N:48][C:46]=2C=1.CCN=C=NCCCN(C)C, predict the reaction product. The product is: [F:34][C:35]([F:41])([F:40])[CH2:36][NH:37][CH2:38][CH2:46][NH:48][C:30]([C:26]1[C:25]([CH3:33])=[C:24](/[CH:23]=[C:16]2\[C:17](=[O:22])[NH:18][C:19]3[C:15]\2=[CH:14][C:13]([S:10]([CH2:9][C:3]2[C:2]([Cl:1])=[CH:7][CH:6]=[CH:5][C:4]=2[Cl:8])(=[O:11])=[O:12])=[CH:21][CH:20]=3)[NH:28][C:27]=1[CH3:29])=[O:32].